This data is from Forward reaction prediction with 1.9M reactions from USPTO patents (1976-2016). The task is: Predict the product of the given reaction. (1) Given the reactants [CH:1]1[C:13]2[NH:12][C:11]3[C:6](=[CH:7][CH:8]=[CH:9][CH:10]=3)[C:5]=2[CH:4]=[CH:3][CH:2]=1.ClCCl.Cl[C:18]([O:20][CH2:21][CH3:22])=[O:19].Cl, predict the reaction product. The product is: [CH2:21]([O:20][C:18]([N:12]1[C:11]2[CH:10]=[CH:9][CH:8]=[CH:7][C:6]=2[C:5]2[C:13]1=[CH:1][CH:2]=[CH:3][CH:4]=2)=[O:19])[CH3:22]. (2) Given the reactants Br[C:2]1[CH:7]=[CH:6][C:5]([C@H:8]([NH:13][C@@H:14]([CH2:18][CH2:19][CH3:20])[CH:15](C)[OH:16])[C:9]([F:12])([F:11])[F:10])=[CH:4][CH:3]=1.[CH3:21][S:22][C:23]1[CH:28]=[CH:27][C:26](B(O)O)=[CH:25][CH:24]=1.[C:32]([O-])([O-])=O.[Na+].[Na+].C1C=CC(P(C2C=CC=CC=2)C2C=CC=CC=2)=CC=1, predict the reaction product. The product is: [CH3:32][CH:19]([CH3:20])[CH2:18][C@H:14]([NH:13][C@@H:8]([C:5]1[CH:4]=[CH:3][C:2]([C:26]2[CH:27]=[CH:28][C:23]([S:22][CH3:21])=[CH:24][CH:25]=2)=[CH:7][CH:6]=1)[C:9]([F:10])([F:11])[F:12])[CH2:15][OH:16].